From a dataset of Catalyst prediction with 721,799 reactions and 888 catalyst types from USPTO. Predict which catalyst facilitates the given reaction. (1) Reactant: Br[C:2]1[CH:7]=[CH:6][CH:5]=[C:4]([CH3:8])[N:3]=1.C([Li])CCC.[CH2:14]([Sn:18](Cl)([CH2:23][CH2:24][CH2:25][CH3:26])[CH2:19][CH2:20][CH2:21][CH3:22])[CH2:15][CH2:16][CH3:17]. Product: [CH3:8][C:4]1[CH:5]=[CH:6][CH:7]=[C:2]([Sn:18]([CH2:19][CH2:20][CH2:21][CH3:22])([CH2:23][CH2:24][CH2:25][CH3:26])[CH2:14][CH2:15][CH2:16][CH3:17])[N:3]=1. The catalyst class is: 28. (2) Reactant: [C@H:1]1([N:13]2[CH2:18][CH2:17][CH:16]([N:19]3[C:23]4[CH:24]=[CH:25][CH:26]=[CH:27][C:22]=4[NH:21][C:20]3=[O:28])[CH2:15][CH2:14]2)[C:11]2=[C:12]3[C:7](=[CH:8][CH:9]=[CH:10]2)[CH:6]=[CH:5][CH:4]=[C:3]3[CH2:2]1.[H-].[Na+].[C:31](Cl)(=[O:33])[CH3:32].O. Product: [C:31]([N:21]1[C:22]2[CH:27]=[CH:26][CH:25]=[CH:24][C:23]=2[N:19]([CH:16]2[CH2:17][CH2:18][N:13]([C@H:1]3[C:11]4=[C:12]5[C:7](=[CH:8][CH:9]=[CH:10]4)[CH:6]=[CH:5][CH:4]=[C:3]5[CH2:2]3)[CH2:14][CH2:15]2)[C:20]1=[O:28])(=[O:33])[CH3:32]. The catalyst class is: 3. (3) Reactant: [F:1][C:2]1[CH:7]=[CH:6][C:5]([C:8]2[C:13]([N:14]3[CH2:19][CH2:18][CH:17]([C:20]([O:22]CC)=[O:21])[CH2:16][CH2:15]3)=[CH:12][N:11]=[CH:10][N:9]=2)=[CH:4][CH:3]=1.[OH-].[Na+]. Product: [F:1][C:2]1[CH:7]=[CH:6][C:5]([C:8]2[C:13]([N:14]3[CH2:19][CH2:18][CH:17]([C:20]([OH:22])=[O:21])[CH2:16][CH2:15]3)=[CH:12][N:11]=[CH:10][N:9]=2)=[CH:4][CH:3]=1. The catalyst class is: 36.